Dataset: Forward reaction prediction with 1.9M reactions from USPTO patents (1976-2016). Task: Predict the product of the given reaction. (1) Given the reactants [I:1][C:2]1[CH:7]=[CH:6][C:5]([CH3:8])=[C:4]([CH2:9][C:10]2[CH:15]=[CH:14][C:13]([O:16]C)=[CH:12][CH:11]=2)[CH:3]=1.B(Br)(Br)Br.C(=O)([O-])[O-].[K+].[K+].Cl, predict the reaction product. The product is: [I:1][C:2]1[CH:7]=[CH:6][C:5]([CH3:8])=[C:4]([CH:3]=1)[CH2:9][C:10]1[CH:15]=[CH:14][C:13]([OH:16])=[CH:12][CH:11]=1. (2) Given the reactants C1(C2C=CC=CC=2)C=CC=CC=1.Cl[C:14]1[C:15](=[O:38])[C:16](=[O:37])[C:17]=1[NH:18][C:19]1[CH:24]=[CH:23][C:22]([Cl:25])=[C:21]([S:26]([N:29]2[CH2:34][CH2:33][N:32]([CH3:35])[CH2:31][CH2:30]2)(=[O:28])=[O:27])[C:20]=1[OH:36].[F:39][C:40]1[CH:46]=[CH:45][CH:44]=[CH:43][C:41]=1[NH2:42], predict the reaction product. The product is: [Cl:25][C:22]1[CH:23]=[CH:24][C:19]([NH:18][C:17]2[C:16](=[O:37])[C:15](=[O:38])[C:14]=2[NH:42][C:41]2[CH:43]=[CH:44][CH:45]=[CH:46][C:40]=2[F:39])=[C:20]([OH:36])[C:21]=1[S:26]([N:29]1[CH2:34][CH2:33][N:32]([CH3:35])[CH2:31][CH2:30]1)(=[O:28])=[O:27]. (3) Given the reactants Br[C:2]1[CH:3]=[CH:4][C:5]2[S:9](=[O:11])(=[O:10])[N:8]([CH:12]3[CH2:17][CH2:16][NH:15][C:14](=[O:18])[CH2:13]3)[CH:7]([CH3:19])[C:6]=2[CH:20]=1.[F:21][C:22]1[CH:30]=[C:29]2[C:25]([C:26](B3OC(C)(C)C(C)(C)O3)=[CH:27][N:28]2[C:31]([O:33][C:34]([CH3:37])([CH3:36])[CH3:35])=[O:32])=[CH:24][CH:23]=1.C([O-])([O-])=O.[Cs+].[Cs+], predict the reaction product. The product is: [F:21][C:22]1[CH:30]=[C:29]2[C:25]([C:26]([C:2]3[CH:3]=[CH:4][C:5]4[S:9](=[O:11])(=[O:10])[N:8]([CH:12]5[CH2:17][CH2:16][NH:15][C:14](=[O:18])[CH2:13]5)[CH:7]([CH3:19])[C:6]=4[CH:20]=3)=[CH:27][N:28]2[C:31]([O:33][C:34]([CH3:37])([CH3:36])[CH3:35])=[O:32])=[CH:24][CH:23]=1. (4) Given the reactants [C:1]([C:3]1[CH:4]=[CH:5][C:6]([N:9]2[CH2:13][CH2:12][C:11]3([CH2:19][CH:18]4[N:20](C(OC(C)(C)C)=O)[CH:15]([CH2:16][CH2:17]4)[CH2:14]3)[CH2:10]2)=[N:7][CH:8]=1)#[N:2].C(O)(C(F)(F)F)=O, predict the reaction product. The product is: [N:9]1([C:6]2[CH:5]=[CH:4][C:3]([C:1]#[N:2])=[CH:8][N:7]=2)[CH2:13][CH2:12][C:11]2([CH2:19][CH:18]3[NH:20][CH:15]([CH2:16][CH2:17]3)[CH2:14]2)[CH2:10]1. (5) Given the reactants C(OCC(COC(C1C=CC=CC=1)(C1C=CC=CC=1)C1C=CC=CC=1)OC(=O)CCCCCCC/C=C\C/C=C\CCCCC)(=O)CCCCCCCCCCCCCCC.[C:62]([O:79][CH2:80][C@H:81]([CH2:102][O:103][C:104](=[O:106])[CH3:105])[O:82][C:83](=[O:101])[CH2:84][CH2:85][CH2:86][CH2:87][CH2:88][CH2:89][CH2:90]/[CH:91]=[CH:92]\[CH2:93]/[CH:94]=[CH:95]\[CH2:96][CH2:97][CH2:98][CH2:99][CH3:100])(=[O:78])[CH2:63][CH2:64][CH2:65][CH2:66][CH2:67][CH2:68][CH2:69][CH2:70][CH2:71][CH2:72][CH2:73][CH2:74][CH2:75][CH2:76][CH3:77], predict the reaction product. The product is: [C:62]([O:79][CH2:80][C@@H:81]([CH2:102][O:103][C:104](=[O:106])[CH3:105])[O:82][C:83](=[O:101])[CH2:84][CH2:85][CH2:86][CH2:87][CH2:88][CH2:89][CH2:90]/[CH:91]=[CH:92]\[CH2:93]/[CH:94]=[CH:95]\[CH2:96][CH2:97][CH2:98][CH2:99][CH3:100])(=[O:78])[CH2:63][CH2:64][CH2:65][CH2:66][CH2:67][CH2:68][CH2:69][CH2:70][CH2:71][CH2:72][CH2:73][CH2:74][CH2:75][CH2:76][CH3:77]. (6) Given the reactants Br[C:2]1[CH:7]=[CH:6][C:5]([S:8]([NH2:11])(=[O:10])=[O:9])=[CH:4][CH:3]=1.C([O-])(=O)C.[K+].[CH:17]12[CH2:22][CH:21]1[CH2:20][N:19]([C:23](=[O:39])[C:24]([C:27]1[S:28][CH:29]=[C:30]([C:32]3[CH:37]=[CH:36][C:35]([Cl:38])=[CH:34][CH:33]=3)[N:31]=1)([F:26])[F:25])[CH2:18]2, predict the reaction product. The product is: [CH:17]12[CH2:22][CH:21]1[CH2:20][N:19]([C:23](=[O:39])[C:24]([C:27]1[S:28][C:29]([C:2]3[CH:7]=[CH:6][C:5]([S:8]([NH2:11])(=[O:10])=[O:9])=[CH:4][CH:3]=3)=[C:30]([C:32]3[CH:37]=[CH:36][C:35]([Cl:38])=[CH:34][CH:33]=3)[N:31]=1)([F:26])[F:25])[CH2:18]2.